From a dataset of Catalyst prediction with 721,799 reactions and 888 catalyst types from USPTO. Predict which catalyst facilitates the given reaction. (1) Reactant: [NH2:1][CH2:2][C:3]1[C:8]([F:9])=[CH:7][C:6]([Br:10])=[CH:5][N:4]=1.C(N(CC)CC)C.[C:18]([O:22][C:23](O[C:23]([O:22][C:18]([CH3:21])([CH3:20])[CH3:19])=[O:24])=[O:24])([CH3:21])([CH3:20])[CH3:19]. The catalyst class is: 4. Product: [Br:10][C:6]1[CH:7]=[C:8]([F:9])[C:3]([CH2:2][NH:1][C:23](=[O:24])[O:22][C:18]([CH3:21])([CH3:20])[CH3:19])=[N:4][CH:5]=1. (2) Reactant: [CH:1]1(CN)[CH2:6][CH2:5][CH2:4][CH2:3][CH2:2]1.[CH3:9][C:10]1[N:15]([C:16]2[CH:21]=[CH:20][CH:19]=[C:18]([C:22]([F:25])([F:24])[F:23])[CH:17]=2)[C:14](=[O:26])[C:13]([C:27](O)=[O:28])=[CH:12][C:11]=1[C:30]1[CH:35]=[CH:34][CH:33]=[CH:32][CH:31]=1.C[N:37](C(ON1N=NC2C=CC=NC1=2)=[N+](C)C)C.F[P-](F)(F)(F)(F)F.C1C=NC2N(O)N=NC=2C=1.CCN(C(C)C)C(C)C. Product: [CH:1]1([C:12]2[C:11]([C:30]3[CH:35]=[CH:34][CH:33]=[CH:32][CH:31]=3)=[C:10]([CH3:9])[N:15]([C:16]3[CH:21]=[CH:20][CH:19]=[C:18]([C:22]([F:23])([F:24])[F:25])[CH:17]=3)[C:14](=[O:26])[C:13]=2[C:27]([NH2:37])=[O:28])[CH2:6][CH2:5][CH2:4][CH2:3][CH2:2]1. The catalyst class is: 37.